Dataset: Forward reaction prediction with 1.9M reactions from USPTO patents (1976-2016). Task: Predict the product of the given reaction. (1) Given the reactants C(NC(C)C)(C)C.C([Li])CCC.[F:13][C:14]1[CH:19]=[C:18]([CH3:20])[CH:17]=[CH:16][N:15]=1.[C:21](OC)(=[O:25])[CH:22]([CH3:24])[CH3:23], predict the reaction product. The product is: [F:13][C:14]1[CH:19]=[C:18]([CH2:20][C:21](=[O:25])[CH:22]([CH3:24])[CH3:23])[CH:17]=[CH:16][N:15]=1. (2) Given the reactants [NH2:1][C:2]1[CH:11]=[CH:10][C:5]([C:6]([O:8][CH3:9])=[O:7])=[CH:4][CH:3]=1.[C:12](Cl)(=[O:21])[CH2:13][CH2:14][C:15]1[CH:20]=[CH:19][CH:18]=[CH:17][CH:16]=1, predict the reaction product. The product is: [C:15]1([CH2:14][CH2:13][C:12]([NH:1][C:2]2[CH:3]=[CH:4][C:5]([C:6]([O:8][CH3:9])=[O:7])=[CH:10][CH:11]=2)=[O:21])[CH:20]=[CH:19][CH:18]=[CH:17][CH:16]=1. (3) Given the reactants [CH2:1]([O:3][C:4]([C:6]1[N:7]=[C:8]([CH3:11])[S:9][CH:10]=1)=[O:5])[CH3:2].[Br:12]N1C(=O)CCC1=O.C(OOC(=O)C1C=CC=CC=1)(=O)C1C=CC=CC=1.C(Cl)Cl, predict the reaction product. The product is: [Br:12][CH2:11][C:8]1[S:9][CH:10]=[C:6]([C:4]([O:3][CH2:1][CH3:2])=[O:5])[N:7]=1.